From a dataset of NCI-60 drug combinations with 297,098 pairs across 59 cell lines. Regression. Given two drug SMILES strings and cell line genomic features, predict the synergy score measuring deviation from expected non-interaction effect. (1) Drug 1: C1=C(C(=O)NC(=O)N1)F. Drug 2: C1CC(=O)NC(=O)C1N2C(=O)C3=CC=CC=C3C2=O. Cell line: HT29. Synergy scores: CSS=43.1, Synergy_ZIP=0.214, Synergy_Bliss=-2.44, Synergy_Loewe=-9.28, Synergy_HSA=-2.20. (2) Drug 1: CCC1=CC2CC(C3=C(CN(C2)C1)C4=CC=CC=C4N3)(C5=C(C=C6C(=C5)C78CCN9C7C(C=CC9)(C(C(C8N6C)(C(=O)OC)O)OC(=O)C)CC)OC)C(=O)OC.C(C(C(=O)O)O)(C(=O)O)O. Drug 2: CC1=C(C(=CC=C1)Cl)NC(=O)C2=CN=C(S2)NC3=CC(=NC(=N3)C)N4CCN(CC4)CCO. Cell line: M14. Synergy scores: CSS=10.1, Synergy_ZIP=4.90, Synergy_Bliss=1.65, Synergy_Loewe=-8.94, Synergy_HSA=-9.38. (3) Drug 1: COCCOC1=C(C=C2C(=C1)C(=NC=N2)NC3=CC=CC(=C3)C#C)OCCOC.Cl. Drug 2: CC1C(C(CC(O1)OC2CC(CC3=C2C(=C4C(=C3O)C(=O)C5=CC=CC=C5C4=O)O)(C(=O)C)O)N)O. Cell line: SK-MEL-28. Synergy scores: CSS=50.6, Synergy_ZIP=-5.19, Synergy_Bliss=-4.90, Synergy_Loewe=-2.10, Synergy_HSA=-1.09. (4) Drug 1: C1CC(=O)NC(=O)C1N2CC3=C(C2=O)C=CC=C3N. Drug 2: COC1=CC(=CC(=C1O)OC)C2C3C(COC3=O)C(C4=CC5=C(C=C24)OCO5)OC6C(C(C7C(O6)COC(O7)C8=CC=CS8)O)O. Cell line: NCI-H226. Synergy scores: CSS=23.5, Synergy_ZIP=-3.44, Synergy_Bliss=-2.84, Synergy_Loewe=-26.5, Synergy_HSA=-0.754. (5) Drug 1: CN1C2=C(C=C(C=C2)N(CCCl)CCCl)N=C1CCCC(=O)O.Cl. Drug 2: CCCCCOC(=O)NC1=NC(=O)N(C=C1F)C2C(C(C(O2)C)O)O. Cell line: UACC62. Synergy scores: CSS=7.98, Synergy_ZIP=-0.319, Synergy_Bliss=-1.54, Synergy_Loewe=-19.8, Synergy_HSA=-0.907. (6) Drug 1: CC12CCC(CC1=CCC3C2CCC4(C3CC=C4C5=CN=CC=C5)C)O. Drug 2: C(CN)CNCCSP(=O)(O)O. Cell line: HS 578T. Synergy scores: CSS=0.268, Synergy_ZIP=0.432, Synergy_Bliss=5.04, Synergy_Loewe=-1.72, Synergy_HSA=1.18. (7) Drug 1: C1CN(CCN1C(=O)CCBr)C(=O)CCBr. Drug 2: CC(C)NC(=O)C1=CC=C(C=C1)CNNC.Cl. Cell line: MALME-3M. Synergy scores: CSS=10.5, Synergy_ZIP=-3.57, Synergy_Bliss=-5.63, Synergy_Loewe=-3.50, Synergy_HSA=-6.87. (8) Drug 1: C1=CC(=CC=C1C#N)C(C2=CC=C(C=C2)C#N)N3C=NC=N3. Drug 2: C1=CC=C(C(=C1)C(C2=CC=C(C=C2)Cl)C(Cl)Cl)Cl. Cell line: A498. Synergy scores: CSS=3.33, Synergy_ZIP=-1.20, Synergy_Bliss=-2.00, Synergy_Loewe=1.24, Synergy_HSA=-1.67.